Dataset: Forward reaction prediction with 1.9M reactions from USPTO patents (1976-2016). Task: Predict the product of the given reaction. (1) The product is: [NH2:7][C:8]([CH3:38])([CH2:35][CH2:36][CH3:37])[CH2:9][NH:10][C:11]([C:13]1[C:14]([CH3:34])=[N:15][N:16]2[C:21]([O:22][CH2:23][C:24]3[C:25]([F:31])=[CH:26][CH:27]=[CH:28][C:29]=3[F:30])=[CH:20][C:19]([O:32][CH3:33])=[CH:18][C:17]=12)=[O:12]. Given the reactants C(OC(=O)[NH:7][C:8]([CH3:38])([CH2:35][CH2:36][CH3:37])[CH2:9][NH:10][C:11]([C:13]1[C:14]([CH3:34])=[N:15][N:16]2[C:21]([O:22][CH2:23][C:24]3[C:29]([F:30])=[CH:28][CH:27]=[CH:26][C:25]=3[F:31])=[CH:20][C:19]([O:32][CH3:33])=[CH:18][C:17]=12)=[O:12])(C)(C)C.FC(F)(F)C(O)=O, predict the reaction product. (2) Given the reactants O[Li].O.C[O:5][C:6](=[O:25])[C:7]1[CH:12]=[C:11]([N:13]2[CH:17]=[N:16][N:15]=[N:14]2)[CH:10]=[C:9]([C:18]2[CH:23]=[CH:22][C:21]([CH3:24])=[CH:20][N:19]=2)[CH:8]=1, predict the reaction product. The product is: [CH3:24][C:21]1[CH:22]=[CH:23][C:18]([C:9]2[CH:8]=[C:7]([CH:12]=[C:11]([N:13]3[CH:17]=[N:16][N:15]=[N:14]3)[CH:10]=2)[C:6]([OH:25])=[O:5])=[N:19][CH:20]=1. (3) Given the reactants [Cl:1][CH2:2][C:3]1[S:4][CH:5]=[CH:6][C:7]=1[CH2:8][Cl:9].S(Cl)([Cl:13])(=O)=O, predict the reaction product. The product is: [Cl:13][C:5]1[S:4][C:3]([CH2:2][Cl:1])=[C:7]([CH2:8][Cl:9])[CH:6]=1. (4) Given the reactants [CH3:1][C:2]1[C:3](=[O:16])[NH:4][C:5](=[O:15])[N:6]([CH2:8][C@H:9]([C@H:12]([OH:14])[CH3:13])[CH2:10][OH:11])[CH:7]=1.[C:17](Cl)([C:34]1[CH:39]=[CH:38][CH:37]=[CH:36][CH:35]=1)([C:26]1[CH:33]=[CH:32][C:29]([O:30][CH3:31])=[CH:28][CH:27]=1)[C:18]1[CH:25]=[CH:24][C:21]([O:22][CH3:23])=[CH:20][CH:19]=1, predict the reaction product. The product is: [CH3:31][O:30][C:29]1[CH:28]=[CH:27][C:26]([C:17]([C:18]2[CH:19]=[CH:20][C:21]([O:22][CH3:23])=[CH:24][CH:25]=2)([C:34]2[CH:39]=[CH:38][CH:37]=[CH:36][CH:35]=2)[O:11][CH2:10][C@H:9]([CH2:8][N:6]2[CH:7]=[C:2]([CH3:1])[C:3](=[O:16])[NH:4][C:5]2=[O:15])[C@H:12]([OH:14])[CH3:13])=[CH:33][CH:32]=1. (5) Given the reactants [C:1]([O:4][C@H:5]([C@H:13]1[O:18][C@@H:17]([CH3:19])[CH2:16][N:15]([C:20]2[CH:24]=[CH:23][N:22]([C:25]3[CH:30]=[C:29]([C:31]([F:34])([F:33])[F:32])[N:28]=[N:27][CH:26]=3)[N:21]=2)[C:14]1=[O:35])[C:6]([O:8]C(C)(C)C)=[O:7])(=[O:3])[CH3:2], predict the reaction product. The product is: [C:1]([O:4][C@H:5]([C@H:13]1[O:18][C@@H:17]([CH3:19])[CH2:16][N:15]([C:20]2[CH:24]=[CH:23][N:22]([C:25]3[CH:30]=[C:29]([C:31]([F:32])([F:34])[F:33])[N:28]=[N:27][CH:26]=3)[N:21]=2)[C:14]1=[O:35])[C:6]([OH:8])=[O:7])(=[O:3])[CH3:2]. (6) Given the reactants [C:1]([NH:5][C:6]1[N:7]=[C:8]([Cl:17])[CH:9]=[C:10]2[C:15]=1[C:14](=[O:16])[NH:13][CH:12]=[CH:11]2)([CH3:4])([CH3:3])[CH3:2].C([O-])([O-])=O.[Cs+].[Cs+].Cl[CH2:25][CH:26]([OH:29])[CH2:27][OH:28].C(OCC)(=O)C, predict the reaction product. The product is: [C:1]([NH:5][C:6]1[N:7]=[C:8]([Cl:17])[CH:9]=[C:10]2[C:15]=1[C:14](=[O:16])[N:13]([CH2:25][CH:26]([OH:29])[CH2:27][OH:28])[CH:12]=[CH:11]2)([CH3:4])([CH3:2])[CH3:3]. (7) Given the reactants Cl.[NH2:2][CH:3]([C:8]1[CH:13]=[CH:12][CH:11]=[CH:10][C:9]=1[OH:14])[CH2:4][C:5]([OH:7])=[O:6].[OH-].[Na+].[CH:17]1[C:26]2[C:21](=[CH:22][CH:23]=[CH:24][CH:25]=2)[CH:20]=[CH:19][C:18]=1[S:27](Cl)(=[O:29])=[O:28], predict the reaction product. The product is: [OH:14][C:9]1[CH:10]=[CH:11][CH:12]=[CH:13][C:8]=1[CH:3]([NH:2][S:27]([C:18]1[CH:19]=[CH:20][C:21]2[C:26](=[CH:25][CH:24]=[CH:23][CH:22]=2)[CH:17]=1)(=[O:29])=[O:28])[CH2:4][C:5]([OH:7])=[O:6]. (8) Given the reactants [CH3:13][C:12]([O:11][C:9](O[C:9]([O:11][C:12]([CH3:15])([CH3:14])[CH3:13])=[O:10])=[O:10])([CH3:15])[CH3:14].[O:16]1[CH:20]=[CH:19][C:18]([C:21]2([NH2:24])[CH2:23][CH2:22]2)=[CH:17]1, predict the reaction product. The product is: [O:16]1[CH:20]=[CH:19][C:18]([C:21]2([NH:24][C:9](=[O:10])[O:11][C:12]([CH3:13])([CH3:14])[CH3:15])[CH2:23][CH2:22]2)=[CH:17]1.